This data is from Forward reaction prediction with 1.9M reactions from USPTO patents (1976-2016). The task is: Predict the product of the given reaction. (1) Given the reactants [CH3:1][C:2]1[CH:3]=[C:4]([CH2:9][CH:10]([NH:16][C:17]([NH:19][CH2:20][CH2:21]O)=[S:18])[C:11]2[O:12][CH:13]=[CH:14][CH:15]=2)[CH:5]=[C:6]([CH3:8])[CH:7]=1.C(N(C(C)C)CC)(C)C.[I-].C(C[P+](C)(C)C)#N, predict the reaction product. The product is: [S:18]1[CH2:21][CH2:20][N:19]=[C:17]1[NH:16][CH:10]([C:11]1[O:12][CH:13]=[CH:14][CH:15]=1)[CH2:9][C:4]1[CH:3]=[C:2]([CH3:1])[CH:7]=[C:6]([CH3:8])[CH:5]=1. (2) Given the reactants [CH2:1]([O:3][C:4](=[O:15])[C:5]1[CH:10]=[CH:9][C:8]([Cl:11])=[CH:7][C:6]=1[O:12][CH2:13][CH3:14])[CH3:2].[Br:16]Br, predict the reaction product. The product is: [CH2:1]([O:3][C:4](=[O:15])[C:5]1[CH:10]=[C:9]([Br:16])[C:8]([Cl:11])=[CH:7][C:6]=1[O:12][CH2:13][CH3:14])[CH3:2]. (3) Given the reactants [C@H:1]1([N:13]2[CH2:18][CH2:17][CH:16]([N:19]3[C:27]4[C:22](=[N:23][CH:24]=[CH:25][CH:26]=4)[NH:21][C:20]3=[O:28])[CH2:15][CH2:14]2)[C:11]2=[C:12]3[C:7](=[CH:8][CH:9]=[CH:10]2)[CH:6]=[CH:5][CH:4]=[C:3]3[CH2:2]1.[H-].[Na+].Br[CH2:32][C:33]([O:35][CH2:36][CH3:37])=[O:34], predict the reaction product. The product is: [C@H:1]1([N:13]2[CH2:14][CH2:15][CH:16]([N:19]3[C:27]4[C:22](=[N:23][CH:24]=[CH:25][CH:26]=4)[N:21]([CH2:32][C:33]([O:35][CH2:36][CH3:37])=[O:34])[C:20]3=[O:28])[CH2:17][CH2:18]2)[C:11]2=[C:12]3[C:7](=[CH:8][CH:9]=[CH:10]2)[CH:6]=[CH:5][CH:4]=[C:3]3[CH2:2]1. (4) Given the reactants C(OC([N:8]1[CH2:13][CH2:12][CH:11]([C:14]([S:16][C:17]2[CH:22]=[CH:21][CH:20]=[CH:19][CH:18]=2)=[O:15])[CH2:10][CH2:9]1)=O)(C)(C)C.C(O)(C(F)(F)F)=O, predict the reaction product. The product is: [C:17]1([S:16][C:14]([CH:11]2[CH2:10][CH2:9][NH:8][CH2:13][CH2:12]2)=[O:15])[CH:18]=[CH:19][CH:20]=[CH:21][CH:22]=1. (5) Given the reactants [CH3:1][O:2][C:3](=[O:32])[CH2:4][CH2:5][CH2:6][CH2:7][CH2:8][NH:9][C:10]1[C:11]2[C:18]([C:19]3[CH:24]=[CH:23][C:22]([NH2:25])=[CH:21][CH:20]=3)=[C:17]([C:26]3[CH:31]=[CH:30][CH:29]=[CH:28][CH:27]=3)[O:16][C:12]=2[N:13]=[CH:14][N:15]=1.[CH2:33](N(CC)CC)[CH3:34].C(I)C, predict the reaction product. The product is: [CH3:1][O:2][C:3](=[O:32])[CH2:4][CH2:5][CH2:6][CH2:7][CH2:8][NH:9][C:10]1[C:11]2[C:18]([C:19]3[CH:20]=[CH:21][C:22]([NH:25][CH2:33][CH3:34])=[CH:23][CH:24]=3)=[C:17]([C:26]3[CH:27]=[CH:28][CH:29]=[CH:30][CH:31]=3)[O:16][C:12]=2[N:13]=[CH:14][N:15]=1. (6) Given the reactants [Cl:1][C:2]1[CH:7]=[CH:6][C:5]([C@H:8]([CH3:25])[C:9](C(OCC)=O)(C(OCC)=O)[C:10]([O:12]CC)=[O:11])=[CH:4][CH:3]=1.[OH-].[Na+], predict the reaction product. The product is: [Cl:1][C:2]1[CH:3]=[CH:4][C:5]([C@H:8]([CH3:25])[CH2:9][C:10]([OH:12])=[O:11])=[CH:6][CH:7]=1. (7) The product is: [NH2:13][C:12]1[O:35][C:33]2[N:32]([C:36]3[CH:41]=[CH:40][CH:39]=[CH:38][CH:37]=3)[N:31]=[C:30]([C:27]3[CH:26]=[CH:25][C:24]([O:23][CH3:22])=[CH:29][CH:28]=3)[C:34]=2[CH:6]([C:5]2[CH:8]=[CH:9][C:2]([F:1])=[CH:3][CH:4]=2)[C:11]=1[C:10]#[N:14]. Given the reactants [F:1][C:2]1[CH:9]=[CH:8][C:5]([CH:6]=O)=[CH:4][CH:3]=1.[C:10](#[N:14])[CH2:11][C:12]#[N:13].C(N(CC)CC)C.[CH3:22][O:23][C:24]1[CH:29]=[CH:28][C:27]([C:30]2[CH2:34][C:33](=[O:35])[N:32]([C:36]3[CH:41]=[CH:40][CH:39]=[CH:38][CH:37]=3)[N:31]=2)=[CH:26][CH:25]=1, predict the reaction product.